From a dataset of Full USPTO retrosynthesis dataset with 1.9M reactions from patents (1976-2016). Predict the reactants needed to synthesize the given product. (1) Given the product [Cl:2][C:3]1[CH:4]=[C:5]([C:10]2[CH:15]=[CH:14][C:13]([CH2:16][C@@H:17]([NH:21][C:40]([C:25]3[CH:26]=[C:27]([C:30]4[CH:35]=[CH:34][C:33]([C:36]([F:37])([F:39])[F:38])=[CH:32][CH:31]=4)[CH:28]=[CH:29][C:24]=3[O:23][CH3:22])=[O:41])[CH2:18][O:19][CH3:20])=[CH:12][CH:11]=2)[CH:6]=[CH:7][C:8]=1[F:9], predict the reactants needed to synthesize it. The reactants are: Cl.[Cl:2][C:3]1[CH:4]=[C:5]([C:10]2[CH:15]=[CH:14][C:13]([CH2:16][CH:17]([NH2:21])[CH2:18][O:19][CH3:20])=[CH:12][CH:11]=2)[CH:6]=[CH:7][C:8]=1[F:9].[CH3:22][O:23][C:24]1[CH:29]=[CH:28][C:27]([C:30]2[CH:35]=[CH:34][C:33]([C:36]([F:39])([F:38])[F:37])=[CH:32][CH:31]=2)=[CH:26][C:25]=1[C:40](Cl)=[O:41].C(N(CC)CC)C. (2) Given the product [CH2:20]([O:22][C:23](=[O:37])[C:24]([C:27]1[CH:28]=[N:29][C:30]([NH:36][C:11]([C:6]2[NH:7][C:8]3[C:4]([CH:5]=2)=[CH:3][C:2]([Cl:1])=[CH:10][CH:9]=3)=[O:13])=[C:31]([O:33][CH2:34][CH3:35])[CH:32]=1)([CH3:26])[CH3:25])[CH3:21], predict the reactants needed to synthesize it. The reactants are: [Cl:1][C:2]1[CH:3]=[C:4]2[C:8](=[CH:9][CH:10]=1)[NH:7][C:6]([C:11]([OH:13])=O)=[CH:5]2.C(Cl)(=O)C(Cl)=O.[CH2:20]([O:22][C:23](=[O:37])[C:24]([C:27]1[CH:28]=[N:29][C:30]([NH2:36])=[C:31]([O:33][CH2:34][CH3:35])[CH:32]=1)([CH3:26])[CH3:25])[CH3:21]. (3) Given the product [CH2:22]([O:24][C:25](=[O:29])[CH:26]=[C:27](/[N:19]=[C:15]1/[N:14]([C:4]2[CH:5]=[CH:6][C:7]([O:9][C:10]([F:11])([F:12])[F:13])=[CH:8][C:3]=2[CH3:2])[CH2:18][CH2:17][CH2:16]/1)[CH3:28])[CH3:23], predict the reactants needed to synthesize it. The reactants are: Br.[CH3:2][C:3]1[CH:8]=[C:7]([O:9][C:10]([F:13])([F:12])[F:11])[CH:6]=[CH:5][C:4]=1[N:14]1[CH2:18][CH2:17][CH2:16][C:15]1=[NH:19].[OH-].[Na+].[CH2:22]([O:24][C:25](=[O:29])[C:26]#[C:27][CH3:28])[CH3:23]. (4) Given the product [CH3:5][CH:4]([CH:29]([OH:30])[C@@H:28]([NH:27][C:8]([C:15]1[CH:20]=[CH:19][CH:18]=[CH:17][CH:16]=1)([C:21]1[CH:22]=[CH:23][CH:24]=[CH:25][CH:26]=1)[C:9]1[CH:14]=[CH:13][CH:12]=[CH:11][CH:10]=1)[CH2:31][CH3:32])[CH3:6], predict the reactants needed to synthesize it. The reactants are: S(C)C.[CH:4]([Li])([CH3:6])[CH3:5].[C:8]([NH:27][C@@H:28]([CH2:31][CH3:32])[CH:29]=[O:30])([C:21]1[CH:26]=[CH:25][CH:24]=[CH:23][CH:22]=1)([C:15]1[CH:20]=[CH:19][CH:18]=[CH:17][CH:16]=1)[C:9]1[CH:14]=[CH:13][CH:12]=[CH:11][CH:10]=1.[NH4+].[Cl-]. (5) Given the product [Si:11]([O:18][C:19]1([CH3:36])[C:24](=[O:25])[CH:23]([Se:43][C:37]2[CH:42]=[CH:41][CH:40]=[CH:39][CH:38]=2)[CH:22]([C:26]2[CH:31]=[CH:30][N:29]=[CH:28][C:27]=2[N+:32]([O-:34])=[O:33])[O:21][CH:20]1[CH3:35])([C:14]([CH3:17])([CH3:15])[CH3:16])([CH3:13])[CH3:12], predict the reactants needed to synthesize it. The reactants are: [Li+].C[Si]([N-][Si](C)(C)C)(C)C.[Si:11]([O:18][C:19]1([CH3:36])[C:24](=[O:25])[CH2:23][CH:22]([C:26]2[CH:31]=[CH:30][N:29]=[CH:28][C:27]=2[N+:32]([O-:34])=[O:33])[O:21][CH:20]1[CH3:35])([C:14]([CH3:17])([CH3:16])[CH3:15])([CH3:13])[CH3:12].[C:37]1([Se:43]Br)[CH:42]=[CH:41][CH:40]=[CH:39][CH:38]=1.O.